This data is from Peptide-MHC class II binding affinity with 134,281 pairs from IEDB. The task is: Regression. Given a peptide amino acid sequence and an MHC pseudo amino acid sequence, predict their binding affinity value. This is MHC class II binding data. (1) The peptide sequence is GWLSCLSITWTLIKNMEK. The MHC is DRB1_0405 with pseudo-sequence DRB1_0405. The binding affinity (normalized) is 0.0723. (2) The binding affinity (normalized) is 0.790. The peptide sequence is AFKVAATAANAYPAN. The MHC is HLA-DPA10201-DPB11401 with pseudo-sequence HLA-DPA10201-DPB11401. (3) The peptide sequence is YVYEPFPKEVWEQIF. The MHC is HLA-DPA10201-DPB10501 with pseudo-sequence HLA-DPA10201-DPB10501. The binding affinity (normalized) is 0.374. (4) The binding affinity (normalized) is 0.611. The peptide sequence is ASAAIFGHDGTVWAQ. The MHC is DRB3_0101 with pseudo-sequence DRB3_0101. (5) The peptide sequence is GELQIVDKIDHAFKI. The MHC is DRB5_0101 with pseudo-sequence DRB5_0101. The binding affinity (normalized) is 0.642. (6) The peptide sequence is GELQIVDKNDAAFKI. The MHC is DRB1_0101 with pseudo-sequence DRB1_0101. The binding affinity (normalized) is 0.516.